From a dataset of Peptide-MHC class I binding affinity with 185,985 pairs from IEDB/IMGT. Regression. Given a peptide amino acid sequence and an MHC pseudo amino acid sequence, predict their binding affinity value. This is MHC class I binding data. The peptide sequence is MLGEETIKV. The MHC is HLA-A26:01 with pseudo-sequence HLA-A26:01. The binding affinity (normalized) is 0.0847.